This data is from Forward reaction prediction with 1.9M reactions from USPTO patents (1976-2016). The task is: Predict the product of the given reaction. (1) Given the reactants [C:1]([Si:5]([CH3:28])([CH3:27])[O:6][C@H:7]([CH3:26])[CH2:8][N:9]1[C:17]2[C:12](=[CH:13][CH:14]=[C:15]3[O:21][CH2:20][C@H:19]([O:22][CH2:23][CH2:24]O)[CH2:18][C:16]3=2)[CH:11]=[N:10]1)([CH3:4])([CH3:3])[CH3:2].C(N(CC)CC)C.CS(OS(C)(=O)=O)(=O)=O.[N-:45]=[N+:46]=[N-:47].[Na+], predict the reaction product. The product is: [N:45]([CH2:24][CH2:23][O:22][C@H:19]1[CH2:20][O:21][C:15]2=[CH:14][CH:13]=[C:12]3[C:17]([N:9]([CH2:8][C@H:7]([O:6][Si:5]([C:1]([CH3:4])([CH3:3])[CH3:2])([CH3:27])[CH3:28])[CH3:26])[N:10]=[CH:11]3)=[C:16]2[CH2:18]1)=[N+:46]=[N-:47]. (2) Given the reactants C[O:2][C:3]([C@H:5]1[CH2:10][N:9]([C:11](=[O:24])[C@@H:12]([NH:16][C:17]([O:19][C:20]([CH3:23])([CH3:22])[CH3:21])=[O:18])[CH:13]([CH3:15])[CH3:14])[CH2:8][CH2:7][N:6]1[CH2:25][C:26]1[CH:31]=[CH:30][C:29]([Cl:32])=[CH:28][CH:27]=1)=[O:4].[Li+].[OH-].O.Cl, predict the reaction product. The product is: [C:20]([O:19][C:17]([NH:16][C@@H:12]([CH:13]([CH3:15])[CH3:14])[C:11]([N:9]1[CH2:8][CH2:7][N:6]([CH2:25][C:26]2[CH:27]=[CH:28][C:29]([Cl:32])=[CH:30][CH:31]=2)[C@@H:5]([C:3]([OH:4])=[O:2])[CH2:10]1)=[O:24])=[O:18])([CH3:23])([CH3:22])[CH3:21]. (3) Given the reactants Cl.[F:2][C:3]1[CH:8]=[CH:7][C:6]([C:9]([CH:11]2[CH2:16][CH2:15][CH2:14][NH:13][CH2:12]2)=[O:10])=[CH:5][CH:4]=1.C(N(CC)CC)C.[F:24][C:25]1[CH:33]=[CH:32][C:28]([C:29](Cl)=[O:30])=[CH:27][CH:26]=1, predict the reaction product. The product is: [F:24][C:25]1[CH:33]=[CH:32][C:28]([C:29]([N:13]2[CH2:14][CH2:15][CH2:16][CH:11]([C:9](=[O:10])[C:6]3[CH:7]=[CH:8][C:3]([F:2])=[CH:4][CH:5]=3)[CH2:12]2)=[O:30])=[CH:27][CH:26]=1. (4) Given the reactants [F:1][C:2]([F:13])([F:12])[C:3]1[N:8]=[CH:7][C:6](B(O)O)=[CH:5][N:4]=1.Br[C:15]1[CH:20]=[C:19]([CH2:21][NH:22][C:23]([C@@H:25]2[C@@H:30]3[C@@H:28]([C:29]3([F:32])[F:31])[CH2:27][N:26]2[S:33]([C:36]2[CH:41]=[CH:40][C:39]([F:42])=[CH:38][CH:37]=2)(=[O:35])=[O:34])=[O:24])[C:18]([F:43])=[CH:17][N:16]=1.C(=O)([O-])[O-].[Cs+].[Cs+], predict the reaction product. The product is: [F:32][C:29]1([F:31])[C@H:30]2[C@@H:28]1[CH2:27][N:26]([S:33]([C:36]1[CH:41]=[CH:40][C:39]([F:42])=[CH:38][CH:37]=1)(=[O:35])=[O:34])[C@@H:25]2[C:23]([NH:22][CH2:21][C:19]1[C:18]([F:43])=[CH:17][N:16]=[C:15]([C:6]2[CH:5]=[N:4][C:3]([C:2]([F:13])([F:12])[F:1])=[N:8][CH:7]=2)[CH:20]=1)=[O:24]. (5) Given the reactants [CH2:1]([O:3][C:4]([O:6][C:7]1[CH:12]=[CH:11][C:10](/[C:13](/[C:23]2[CH:28]=[CH:27][C:26](/[CH:29]=[CH:30]/[C:31]([O:33]C(C)(C)C)=[O:32])=[CH:25][CH:24]=2)=[C:14](\[C:17]2[CH:22]=[CH:21][CH:20]=[CH:19][CH:18]=2)/[CH2:15][CH3:16])=[CH:9][CH:8]=1)=[O:5])[CH3:2].C(O)(C(F)(F)F)=O, predict the reaction product. The product is: [CH2:1]([O:3][C:4]([O:6][C:7]1[CH:8]=[CH:9][C:10](/[C:13](/[C:23]2[CH:28]=[CH:27][C:26](/[CH:29]=[CH:30]/[C:31]([OH:33])=[O:32])=[CH:25][CH:24]=2)=[C:14](\[C:17]2[CH:22]=[CH:21][CH:20]=[CH:19][CH:18]=2)/[CH2:15][CH3:16])=[CH:11][CH:12]=1)=[O:5])[CH3:2]. (6) Given the reactants [CH3:1][C:2]1[N:3]=[C:4]([C:18]2[CH:23]=[CH:22][C:21]([C:24]([F:27])([F:26])[F:25])=[CH:20][CH:19]=2)[S:5][C:6]=1[CH2:7][O:8][C:9]1[CH:10]=[C:11]2[C:15](=[CH:16][CH:17]=1)[NH:14][CH:13]=[CH:12]2.C(=O)([O-])[O-].[Cs+].[Cs+].Br[CH2:35][C:36]([O:38][CH2:39][CH3:40])=[O:37].Cl.O.[CH2:43]1COC[CH2:44]1, predict the reaction product. The product is: [CH2:39]([O:38][C:36](=[O:37])[CH2:35][N:14]1[C:15]2[C:11](=[CH:10][C:9]([O:8][CH2:7][C:6]3[S:5][C:4]([C:18]4[CH:19]=[CH:20][C:21]([C:24]([F:27])([F:25])[F:26])=[CH:22][CH:23]=4)=[N:3][C:2]=3[CH3:1])=[CH:17][CH:16]=2)[C:12]([CH2:43][CH3:44])=[CH:13]1)[CH3:40].